From a dataset of Forward reaction prediction with 1.9M reactions from USPTO patents (1976-2016). Predict the product of the given reaction. Given the reactants [CH2:1]([Li])CCC.C(NC(C)C)(C)C.[N:13]1([C:24]([O:26][C:27]([CH3:30])([CH3:29])[CH3:28])=[O:25])[CH2:18][CH2:17][CH2:16][CH:15]([C:19]([O:21][CH2:22][CH3:23])=[O:20])[CH2:14]1.CI, predict the reaction product. The product is: [CH3:1][C:15]1([C:19]([O:21][CH2:22][CH3:23])=[O:20])[CH2:16][CH2:17][CH2:18][N:13]([C:24]([O:26][C:27]([CH3:29])([CH3:28])[CH3:30])=[O:25])[CH2:14]1.